From a dataset of Forward reaction prediction with 1.9M reactions from USPTO patents (1976-2016). Predict the product of the given reaction. (1) Given the reactants [F:1][C:2]1[CH:3]=[CH:4][C:5]([O:20][CH3:21])=[C:6]([C:8]([CH3:19])([CH3:18])[CH2:9][C:10](N2CCOCC2)=[O:11])[CH:7]=1.[CH3:22][Li], predict the reaction product. The product is: [F:1][C:2]1[CH:3]=[CH:4][C:5]([O:20][CH3:21])=[C:6]([C:8]([CH3:18])([CH3:19])[CH2:9][C:10](=[O:11])[CH3:22])[CH:7]=1. (2) Given the reactants [Cl:1][C:2]1[CH:3]=[C:4]([CH:19]=[CH:20][C:21]=1[Cl:22])[O:5][CH:6]1[CH2:11][CH2:10][N:9]([C:12]([C@@H:14]([NH2:18])[CH:15]([CH3:17])[CH3:16])=O)[CH2:8][CH2:7]1.B, predict the reaction product. The product is: [Cl:1][C:2]1[CH:3]=[C:4]([CH:19]=[CH:20][C:21]=1[Cl:22])[O:5][CH:6]1[CH2:7][CH2:8][N:9]([CH2:12][C@@H:14]([NH2:18])[CH:15]([CH3:16])[CH3:17])[CH2:10][CH2:11]1. (3) The product is: [I:17][C:18]1[CH:25]=[CH:24][C:21]([CH2:22][N:2]2[CH2:7][CH2:6][C:5](=[O:8])[CH2:4][CH2:3]2)=[CH:20][CH:19]=1. Given the reactants O.[NH:2]1[CH2:7][CH2:6][C:5](=[O:8])[CH2:4][CH2:3]1.C([O-])([O-])=O.[K+].[K+].[Na+].[I-].[I:17][C:18]1[CH:25]=[CH:24][C:21]([CH2:22]Br)=[CH:20][CH:19]=1, predict the reaction product. (4) Given the reactants C([O:8][C@@H:9]([C@H:11]1[CH2:16][O:15][CH2:14][C@@H:13]([C:17]2[CH:22]=[CH:21][C:20]([Cl:23])=[CH:19][CH:18]=2)[NH:12]1)[CH3:10])C1C=CC=CC=1.ClCCl.C[Si](I)(C)C, predict the reaction product. The product is: [Cl:23][C:20]1[CH:19]=[CH:18][C:17]([C@H:13]2[NH:12][C@@H:11]([C@H:9]([OH:8])[CH3:10])[CH2:16][O:15][CH2:14]2)=[CH:22][CH:21]=1. (5) Given the reactants [OH:1][C@H:2]1[CH2:7][CH2:6][C@H:5]([NH:8][C:9]2[N:18]=[CH:17][C:16]3[C:11](=[C:12]([OH:20])[C:13]([CH3:19])=[CH:14][CH:15]=3)[N:10]=2)[CH2:4][CH2:3]1.C([O-])([O-])=O.[K+].[K+].[CH3:27][O:28][C:29](=[O:32])[CH2:30]Br, predict the reaction product. The product is: [OH:1][C@H:2]1[CH2:3][CH2:4][C@H:5]([NH:8][C:9]2[N:18]=[CH:17][C:16]3[C:11](=[C:12]([O:20][CH2:30][C:29]([O:28][CH3:27])=[O:32])[C:13]([CH3:19])=[CH:14][CH:15]=3)[N:10]=2)[CH2:6][CH2:7]1. (6) Given the reactants [C:1]([O:5][CH2:6][C:7]([CH2:20][OH:21])([CH2:10][O:11][CH2:12][C:13]([CH2:18][OH:19])([CH2:16][OH:17])[CH2:14][OH:15])[CH2:8][OH:9])(=[O:4])[CH:2]=[CH2:3].[O:22]=[C:23]=[N:24][CH:25]1[CH2:34][C:33]([CH3:36])([CH3:35])[CH2:32][C:27]([CH3:37])([CH2:28][N:29]=[C:30]=[O:31])[CH2:26]1.COC1C=CC(O)=CC=1.C([O-])(=O)CCCCCCCCCCC.C([O-])(=O)CCCCCCCCCCC.C([Sn+2]CCCC)CCC, predict the reaction product. The product is: [C:1]([OH:5])(=[O:4])[CH:2]=[CH2:3].[NH2:24][C:1]([O:5][CH2:6][CH3:7])=[O:4].[O:22]=[C:23]=[N:24][CH:25]1[CH2:34][C:33]([CH3:36])([CH3:35])[CH2:32][C:27]([CH3:37])([CH2:28][N:29]=[C:30]=[O:31])[CH2:26]1.[C:1]([O:5][CH2:6][C:7]([CH2:20][OH:21])([CH2:10][O:11][CH2:12][C:13]([CH2:18][OH:19])([CH2:16][OH:17])[CH2:14][OH:15])[CH2:8][OH:9])(=[O:4])[CH:2]=[CH2:3]. (7) The product is: [N:1]1([C:6]([NH2:8])=[O:7])[CH2:5][CH2:4][CH2:3][CH2:2]1.[NH2:9][C:10]1([C:16]([OH:18])=[O:17])[CH2:15][CH2:14][N:13]([CH2:14][CH2:15][C:10]2[CH:11]=[CH:12][C:4]([C:5]3[CH:4]=[CH:3][CH:2]=[C:6]([NH2:8])[N:1]=3)=[CH:3][CH:2]=2)[CH2:12][CH2:11]1. Given the reactants [N:1]1([C:6]([NH2:8])=[O:7])[CH2:5][CH2:4][CH2:3][CH2:2]1.[NH2:9][C:10]1([C:16]([OH:18])=[O:17])[CH2:15][CH2:14][NH:13][CH2:12][CH2:11]1.[2H]C(Cl)(Cl)Cl.CO[2H], predict the reaction product.